From a dataset of Forward reaction prediction with 1.9M reactions from USPTO patents (1976-2016). Predict the product of the given reaction. Given the reactants [OH:1][C:2]1[C:11](=[O:12])[C:10]2[C:5](=[CH:6][CH:7]=[C:8]([CH2:13][CH2:14][CH2:15][CH2:16][CH2:17][CH2:18][CH2:19][CH2:20][CH2:21][CH3:22])[CH:9]=2)[O:4][C:3]=1[C:23]1[CH:28]=[C:27]([O:29]C)[C:26]([O:31]CC2C=CC=CC=2)=[C:25]([O:39]C)[CH:24]=1.B(Br)(Br)Br.CO.O, predict the reaction product. The product is: [CH2:13]([C:8]1[CH:9]=[C:10]2[C:5](=[CH:6][CH:7]=1)[O:4][C:3]([C:23]1[CH:28]=[C:27]([OH:29])[C:26]([OH:31])=[C:25]([OH:39])[CH:24]=1)=[C:2]([OH:1])[C:11]2=[O:12])[CH2:14][CH2:15][CH2:16][CH2:17][CH2:18][CH2:19][CH2:20][CH2:21][CH3:22].